Task: Predict which catalyst facilitates the given reaction.. Dataset: Catalyst prediction with 721,799 reactions and 888 catalyst types from USPTO Reactant: [CH2:1]([O:6][C:7]1[CH:12]=[CH:11][C:10]([CH:13]([CH2:21][C:22]([O:24][CH2:25][C:26]2[CH:31]=[CH:30][CH:29]=[CH:28][CH:27]=2)=[O:23])[C:14]([O:16]C(C)(C)C)=[O:15])=[CH:9][CH:8]=1)[CH2:2][CH:3]([CH3:5])[CH3:4]. Product: [CH2:25]([O:24][C:22](=[O:23])[CH2:21][CH:13]([C:10]1[CH:9]=[CH:8][C:7]([O:6][CH2:1][CH2:2][CH:3]([CH3:4])[CH3:5])=[CH:12][CH:11]=1)[C:14]([OH:16])=[O:15])[C:26]1[CH:27]=[CH:28][CH:29]=[CH:30][CH:31]=1. The catalyst class is: 11.